This data is from NCI-60 drug combinations with 297,098 pairs across 59 cell lines. The task is: Regression. Given two drug SMILES strings and cell line genomic features, predict the synergy score measuring deviation from expected non-interaction effect. (1) Drug 1: CCC1(CC2CC(C3=C(CCN(C2)C1)C4=CC=CC=C4N3)(C5=C(C=C6C(=C5)C78CCN9C7C(C=CC9)(C(C(C8N6C)(C(=O)OC)O)OC(=O)C)CC)OC)C(=O)OC)O.OS(=O)(=O)O. Drug 2: CC1CCC2CC(C(=CC=CC=CC(CC(C(=O)C(C(C(=CC(C(=O)CC(OC(=O)C3CCCCN3C(=O)C(=O)C1(O2)O)C(C)CC4CCC(C(C4)OC)O)C)C)O)OC)C)C)C)OC. Cell line: SN12C. Synergy scores: CSS=16.7, Synergy_ZIP=-3.86, Synergy_Bliss=1.11, Synergy_Loewe=-0.195, Synergy_HSA=-0.453. (2) Drug 1: CC1=C(C=C(C=C1)NC2=NC=CC(=N2)N(C)C3=CC4=NN(C(=C4C=C3)C)C)S(=O)(=O)N.Cl. Drug 2: CC(C1=C(C=CC(=C1Cl)F)Cl)OC2=C(N=CC(=C2)C3=CN(N=C3)C4CCNCC4)N. Cell line: NCI-H522. Synergy scores: CSS=3.58, Synergy_ZIP=-0.439, Synergy_Bliss=-0.613, Synergy_Loewe=-4.63, Synergy_HSA=-1.79. (3) Drug 1: C1CC(=O)NC(=O)C1N2CC3=C(C2=O)C=CC=C3N. Drug 2: C1=CC=C(C=C1)NC(=O)CCCCCCC(=O)NO. Cell line: CAKI-1. Synergy scores: CSS=10.5, Synergy_ZIP=-6.25, Synergy_Bliss=-1.56, Synergy_Loewe=0.290, Synergy_HSA=0.360. (4) Drug 1: COC1=NC(=NC2=C1N=CN2C3C(C(C(O3)CO)O)O)N. Drug 2: CC1=C(C(=CC=C1)Cl)NC(=O)C2=CN=C(S2)NC3=CC(=NC(=N3)C)N4CCN(CC4)CCO. Cell line: EKVX. Synergy scores: CSS=3.17, Synergy_ZIP=-3.75, Synergy_Bliss=-4.78, Synergy_Loewe=-5.38, Synergy_HSA=-4.05. (5) Drug 1: CC1=CC2C(CCC3(C2CCC3(C(=O)C)OC(=O)C)C)C4(C1=CC(=O)CC4)C. Drug 2: CN1C2=C(C=C(C=C2)N(CCCl)CCCl)N=C1CCCC(=O)O.Cl. Cell line: KM12. Synergy scores: CSS=14.5, Synergy_ZIP=0.806, Synergy_Bliss=6.14, Synergy_Loewe=6.24, Synergy_HSA=7.38.